This data is from Reaction yield outcomes from USPTO patents with 853,638 reactions. The task is: Predict the reaction yield, written as a fraction of the theoretical maximum amount of product (1.0 means a 100% yield; for example, 0.34 means a 34% yield). The reactants are [NH:1]1[CH2:6][CH2:5][CH:4]([CH2:7][OH:8])[CH2:3][CH2:2]1.CCN(C(C)C)C(C)C.[C:18](O[C:18]([O:20][C:21]([CH3:24])([CH3:23])[CH3:22])=[O:19])([O:20][C:21]([CH3:24])([CH3:23])[CH3:22])=[O:19]. The catalyst is C(Cl)Cl. The product is [OH:8][CH2:7][CH:4]1[CH2:5][CH2:6][N:1]([C:18]([O:20][C:21]([CH3:24])([CH3:23])[CH3:22])=[O:19])[CH2:2][CH2:3]1. The yield is 0.870.